This data is from Catalyst prediction with 721,799 reactions and 888 catalyst types from USPTO. The task is: Predict which catalyst facilitates the given reaction. (1) The catalyst class is: 18. Reactant: [NH2:1][CH:2]1[C:8](=[O:9])[NH:7][C:6]2[CH:10]=[CH:11][CH:12]=[CH:13][C:5]=2[C:4]([C:14]2[CH:19]=[CH:18][CH:17]=[CH:16][CH:15]=2)=[N:3]1.F[P-](F)(F)(F)(F)F.N1(OC(N(C)C)=[N+](C)C)C2C=CC=CC=2N=N1.C(N(CC)CC)C.[Cl:51][C:52]1[CH:60]=[CH:59][C:55]([C:56](O)=[O:57])=[CH:54][N:53]=1. Product: [Cl:51][C:52]1[CH:60]=[CH:59][C:55]([C:56]([NH:1][CH:2]2[C:8](=[O:9])[NH:7][C:6]3[CH:10]=[CH:11][CH:12]=[CH:13][C:5]=3[C:4]([C:14]3[CH:15]=[CH:16][CH:17]=[CH:18][CH:19]=3)=[N:3]2)=[O:57])=[CH:54][N:53]=1. (2) Reactant: [F:1][C:2]1[CH:10]=[C:9]2[C:5]([C:6]([C:11]3[CH:12]=[CH:13][C:14]4[S:18](=[O:20])(=[O:19])[N:17]([CH2:21][C:22](O)=[O:23])[CH:16]([CH2:25][OH:26])[C:15]=4[CH:27]=3)=[CH:7][NH:8]2)=[CH:4][CH:3]=1. Product: [F:1][C:2]1[CH:10]=[C:9]2[C:5]([C:6]([C:11]3[CH:12]=[CH:13][C:14]4[S:18](=[O:20])(=[O:19])[N:17]([CH2:21][CH2:22][OH:23])[CH:16]([CH2:25][OH:26])[C:15]=4[CH:27]=3)=[CH:7][NH:8]2)=[CH:4][CH:3]=1. The catalyst class is: 1. (3) Reactant: Cl[C:2]1[CH:7]=[C:6]([Cl:8])[N:5]=[CH:4][N:3]=1.CCN(C(C)C)C(C)C.[CH3:18][N:19]1[CH2:24][CH2:23][N:22]([CH2:25][CH2:26][CH2:27][NH2:28])[CH2:21][CH2:20]1.O. Product: [Cl:8][C:6]1[N:5]=[CH:4][N:3]=[C:2]([NH:28][CH2:27][CH2:26][CH2:25][N:22]2[CH2:21][CH2:20][N:19]([CH3:18])[CH2:24][CH2:23]2)[CH:7]=1. The catalyst class is: 41.